Dataset: Forward reaction prediction with 1.9M reactions from USPTO patents (1976-2016). Task: Predict the product of the given reaction. (1) Given the reactants [Cl:1][C:2]1[CH:7]=[CH:6][CH:5]=[CH:4][C:3]=1[N:8]1[C:12]([CH2:13][CH2:14][CH2:15][CH2:16][O:17][CH3:18])=[C:11]([C:19]([N:21]([CH2:43][CH:44]([CH3:46])[CH3:45])[C@H:22]2[CH2:27][C@@H:26]([C:28]([N:30]3[CH2:35][CH2:34][O:33][CH2:32][CH2:31]3)=[O:29])[CH2:25][N:24](C(OC(C)(C)C)=O)[CH2:23]2)=[O:20])[N:10]=[N:9]1.C(OCC)(=O)C.Cl, predict the reaction product. The product is: [ClH:1].[Cl:1][C:2]1[CH:7]=[CH:6][CH:5]=[CH:4][C:3]=1[N:8]1[C:12]([CH2:13][CH2:14][CH2:15][CH2:16][O:17][CH3:18])=[C:11]([C:19]([N:21]([CH2:43][CH:44]([CH3:46])[CH3:45])[C@H:22]2[CH2:27][C@@H:26]([C:28]([N:30]3[CH2:35][CH2:34][O:33][CH2:32][CH2:31]3)=[O:29])[CH2:25][NH:24][CH2:23]2)=[O:20])[N:10]=[N:9]1. (2) Given the reactants [F:1][C:2]1[CH:3]=[C:4]([C:11]2[O:12][CH:13]=[CH:14][N:15]=2)[CH:5]=[C:6]([N+:8]([O-])=O)[CH:7]=1.N.O, predict the reaction product. The product is: [F:1][C:2]1[CH:7]=[C:6]([CH:5]=[C:4]([C:11]2[O:12][CH:13]=[CH:14][N:15]=2)[CH:3]=1)[NH2:8]. (3) Given the reactants F[C:2]1[CH:7]=[CH:6][C:5]([N+:8]([O-:10])=[O:9])=[CH:4][CH:3]=1.[CH3:11][C:12]1[NH:13][CH:14]=[CH:15][N:16]=1.C([O-])([O-])=O.[Cs+].[Cs+], predict the reaction product. The product is: [CH3:11][C:12]1[N:13]([C:2]2[CH:7]=[CH:6][C:5]([N+:8]([O-:10])=[O:9])=[CH:4][CH:3]=2)[CH:14]=[CH:15][N:16]=1. (4) The product is: [CH2:10]([SH:9])[CH2:11]/[CH:12]=[CH:13]\[CH2:14]/[CH:15]=[CH:16]\[CH2:17]/[CH:18]=[CH:19]\[CH2:20]/[CH:21]=[CH:22]\[CH2:23][CH3:24]. Given the reactants [H-].[H-].[H-].[H-].[Li+].[Al+3].C(=O)([S:9][CH2:10][CH2:11]/[CH:12]=[CH:13]\[CH2:14]/[CH:15]=[CH:16]\[CH2:17]/[CH:18]=[CH:19]\[CH2:20]/[CH:21]=[CH:22]\[CH2:23][CH3:24])C.Cl, predict the reaction product. (5) Given the reactants [Cl:1][C:2]1[N:3]=[C:4]([CH2:9][CH2:10][CH3:11])[NH:5][C:6]=1[CH2:7][OH:8], predict the reaction product. The product is: [Cl:1][C:2]1[N:3]=[C:4]([CH2:9][CH2:10][CH3:11])[NH:5][C:6]=1[CH:7]=[O:8]. (6) Given the reactants CC(C)(C)C([NH:5][C:6]1[CH:11]=[CH:10][CH:9]=[C:8]([CH2:12][O:13][C:14]2[CH:19]=[CH:18][C:17]([C:20]([F:23])([F:22])[F:21])=[CH:16][CH:15]=2)[N:7]=1)=O.[OH-].[Na+], predict the reaction product. The product is: [F:23][C:20]([F:21])([F:22])[C:17]1[CH:18]=[CH:19][C:14]([O:13][CH2:12][C:8]2[N:7]=[C:6]([NH2:5])[CH:11]=[CH:10][CH:9]=2)=[CH:15][CH:16]=1. (7) Given the reactants [Br:1][C:2]1[CH:8]=[CH:7][C:5]([NH2:6])=[C:4]([CH3:9])[CH:3]=1.[H+].[B-](F)(F)(F)F.[N:16]([O-])=O.[Na+].CC([O-])=O.[K+], predict the reaction product. The product is: [Br:1][C:2]1[CH:3]=[C:4]2[C:5](=[CH:7][CH:8]=1)[NH:6][N:16]=[CH:9]2.